Dataset: Catalyst prediction with 721,799 reactions and 888 catalyst types from USPTO. Task: Predict which catalyst facilitates the given reaction. (1) Reactant: C[O:2][C:3](=O)[CH:4]([NH:22][C:23]([O:25][C:26]([CH3:29])([CH3:28])[CH3:27])=[O:24])[CH2:5][C:6]1[CH:11]=[CH:10][C:9]([O:12][CH2:13][C:14]2[CH:19]=[CH:18][CH:17]=[CH:16][CH:15]=2)=[CH:8][C:7]=1[CH2:20]O.CS(Cl)(=O)=O.[CH2:36]([N:38](CC)CC)C. Product: [C:26]([O:25][C:23](=[O:24])[NH:22][CH:4]1[C:3](=[O:2])[N:38]([CH3:36])[CH2:20][C:7]2[CH:8]=[C:9]([O:12][CH2:13][C:14]3[CH:19]=[CH:18][CH:17]=[CH:16][CH:15]=3)[CH:10]=[CH:11][C:6]=2[CH2:5]1)([CH3:29])([CH3:28])[CH3:27]. The catalyst class is: 4. (2) Reactant: Br[C:2]1[CH:7]=[CH:6][C:5]([F:8])=[CH:4][C:3]=1[N:9]1[CH:13]=[CH:12][N:11]=[N:10]1.[C:14]([Cu])#[N:15]. Product: [F:8][C:5]1[CH:6]=[CH:7][C:2]([C:14]#[N:15])=[C:3]([N:9]2[CH:13]=[CH:12][N:11]=[N:10]2)[CH:4]=1. The catalyst class is: 37.